Dataset: Full USPTO retrosynthesis dataset with 1.9M reactions from patents (1976-2016). Task: Predict the reactants needed to synthesize the given product. (1) The reactants are: [CH2:1]([OH:4])[CH2:2][OH:3].C1(C)C=CC(S(O)(=O)=O)=CC=1.[Br:16][C:17]1[CH:18]=[CH:19][C:20]([CH:23]=O)=[N:21][CH:22]=1. Given the product [Br:16][C:17]1[CH:18]=[CH:19][C:20]([CH:23]2[O:4][CH2:1][CH2:2][O:3]2)=[N:21][CH:22]=1, predict the reactants needed to synthesize it. (2) Given the product [OH:21][CH2:20][C:19]([NH:18][C:8]([C:5]1[CH:4]=[C:3]([C:11]2[CH:16]=[CH:15][CH:14]=[C:13]([Cl:17])[CH:12]=2)[C:2]([Cl:1])=[CH:7][N:6]=1)=[O:10])([CH3:23])[CH3:22], predict the reactants needed to synthesize it. The reactants are: [Cl:1][C:2]1[C:3]([C:11]2[CH:16]=[CH:15][CH:14]=[C:13]([Cl:17])[CH:12]=2)=[CH:4][C:5]([C:8]([OH:10])=O)=[N:6][CH:7]=1.[NH2:18][C:19]([CH3:23])([CH3:22])[CH2:20][OH:21]. (3) Given the product [OH:36][CH:37]1[CH2:42][CH2:41][CH2:40][N:39]([NH:43][C:21]([C:18]2[N:17]=[C:16]([C:24]3[CH:29]=[CH:28][C:27]([Cl:30])=[CH:26][C:25]=3[Cl:31])[N:15]([C:12]3[CH:11]=[CH:10][C:9]([O:8][CH2:1][C:2]4[CH:3]=[CH:4][CH:5]=[CH:6][CH:7]=4)=[CH:14][CH:13]=3)[C:19]=2[CH3:20])=[O:22])[CH2:38]1, predict the reactants needed to synthesize it. The reactants are: [CH2:1]([O:8][C:9]1[CH:14]=[CH:13][C:12]([N:15]2[C:19]([CH3:20])=[C:18]([C:21](O)=[O:22])[N:17]=[C:16]2[C:24]2[CH:29]=[CH:28][C:27]([Cl:30])=[CH:26][C:25]=2[Cl:31])=[CH:11][CH:10]=1)[C:2]1[CH:7]=[CH:6][CH:5]=[CH:4][CH:3]=1.S(Cl)(Cl)=O.[OH:36][CH:37]1[CH2:42][CH2:41][CH2:40][N:39]([NH2:43])[CH2:38]1.C(N(CC)CC)C.[OH-].[Na+].